Dataset: Forward reaction prediction with 1.9M reactions from USPTO patents (1976-2016). Task: Predict the product of the given reaction. (1) Given the reactants NC1(C2C=CC(C3C(C4C=CC=CC=4)=CC4N(CCC#N)C(=O)COC=4N=3)=CC=2)CCC1.C(OC(=O)[NH:39][C:40]1([C:44]2[CH:49]=[CH:48][C:47]([C:50]3[C:51]([C:65]4[CH:70]=[CH:69][CH:68]=[CH:67][CH:66]=4)=[CH:52][C:53]4[N:58]([CH:59]([C:61]#[N:62])[CH3:60])[C:57](=[O:63])[CH2:56][O:55][C:54]=4[N:64]=3)=[CH:46][CH:45]=2)[CH2:43][CH2:42][CH2:41]1)(C)(C)C, predict the reaction product. The product is: [NH2:39][C:40]1([C:44]2[CH:45]=[CH:46][C:47]([C:50]3[C:51]([C:65]4[CH:66]=[CH:67][CH:68]=[CH:69][CH:70]=4)=[CH:52][C:53]4[N:58]([CH:59]([CH3:60])[C:61]#[N:62])[C:57](=[O:63])[CH2:56][O:55][C:54]=4[N:64]=3)=[CH:48][CH:49]=2)[CH2:41][CH2:42][CH2:43]1. (2) Given the reactants [NH:1]([C:3]1[N:8]=[CH:7][N:6]=[C:5]2[N:9]([C:12]3[CH:17]=[CH:16][CH:15]=[CH:14][CH:13]=3)[N:10]=[CH:11][C:4]=12)[NH2:2].[CH:18]([C:20]1[CH:25]=[CH:24][C:23]([S:26]([NH:29][CH2:30][CH2:31][N:32]2[CH2:37][CH2:36][O:35][CH2:34][CH2:33]2)(=[O:28])=[O:27])=[CH:22][CH:21]=1)=O.C1(N2C3=NC=NC(NN=CC4C=CN=CC=4)=C3C=N2)C=CC=CC=1, predict the reaction product. The product is: [N:32]1([CH2:31][CH2:30][NH:29][S:26]([C:23]2[CH:24]=[CH:25][C:20](/[CH:18]=[N:2]/[NH:1][C:3]3[N:8]=[CH:7][N:6]=[C:5]4[N:9]([C:12]5[CH:17]=[CH:16][CH:15]=[CH:14][CH:13]=5)[N:10]=[CH:11][C:4]=34)=[CH:21][CH:22]=2)(=[O:28])=[O:27])[CH2:33][CH2:34][O:35][CH2:36][CH2:37]1. (3) Given the reactants CO[C:3]1[CH:8]=[CH:7][C:6]([NH2:9])=[CH:5][CH:4]=1.CN(C)C1C=CC=CC=1.CO[C:21]1[CH:26]=[CH:25][C:24]([C:27]([CH2:29]Br)=O)=[CH:23][CH:22]=1, predict the reaction product. The product is: [C:24]1([C:27]2[NH:9][C:6]3[C:7]([CH:29]=2)=[CH:8][CH:3]=[CH:4][CH:5]=3)[CH:25]=[CH:26][CH:21]=[CH:22][CH:23]=1. (4) Given the reactants [C:1]([O:5][C:6](=[O:36])[C:7]([S:10][C:11]1[S:12][CH:13]=[C:14]([CH2:16][CH2:17][N:18]([C:26]2[C:31]([Cl:32])=[CH:30][C:29]([C:33](=O)[NH2:34])=[CH:28][N:27]=2)[CH2:19][CH2:20][CH2:21][CH2:22][CH2:23][CH2:24][CH3:25])[N:15]=1)([CH3:9])[CH3:8])([CH3:4])([CH3:3])[CH3:2].C(N(CC)CC)C.FC(F)(F)C(OC(=O)C(F)(F)F)=O, predict the reaction product. The product is: [C:1]([O:5][C:6](=[O:36])[C:7]([S:10][C:11]1[S:12][CH:13]=[C:14]([CH2:16][CH2:17][N:18]([C:26]2[C:31]([Cl:32])=[CH:30][C:29]([C:33]#[N:34])=[CH:28][N:27]=2)[CH2:19][CH2:20][CH2:21][CH2:22][CH2:23][CH2:24][CH3:25])[N:15]=1)([CH3:8])[CH3:9])([CH3:2])([CH3:3])[CH3:4]. (5) Given the reactants [F:1][C:2]1[CH:7]=[CH:6][C:5]([CH:8]([O:10][C:11]([NH:13][C:14]2[N:18]([CH3:19])[N:17]=[CH:16][C:15]=2[C:20]2[CH:25]=[CH:24][C:23]([C:26]3[CH:31]=[CH:30][C:29]([C:32]4([C:35]([O:37]C)=[O:36])[CH2:34][CH2:33]4)=[CH:28][CH:27]=3)=[CH:22][CH:21]=2)=[O:12])[CH3:9])=[CH:4][CH:3]=1.C1COCC1.[OH-].[Na+], predict the reaction product. The product is: [F:1][C:2]1[CH:7]=[CH:6][C:5]([CH:8]([O:10][C:11]([NH:13][C:14]2[N:18]([CH3:19])[N:17]=[CH:16][C:15]=2[C:20]2[CH:25]=[CH:24][C:23]([C:26]3[CH:27]=[CH:28][C:29]([C:32]4([C:35]([OH:37])=[O:36])[CH2:34][CH2:33]4)=[CH:30][CH:31]=3)=[CH:22][CH:21]=2)=[O:12])[CH3:9])=[CH:4][CH:3]=1.